From a dataset of Reaction yield outcomes from USPTO patents with 853,638 reactions. Predict the reaction yield, written as a fraction of the theoretical maximum amount of product (1.0 means a 100% yield; for example, 0.34 means a 34% yield). The reactants are [C:1]([O:5][C:6]([N:8]1[C:16]2[C:11](=[CH:12][CH:13]=[CH:14][CH:15]=2)[CH:10]=[C:9]1[C:17]1[C:18](=[O:34])[N:19]([CH2:26][O:27][CH2:28][CH2:29][Si:30]([CH3:33])([CH3:32])[CH3:31])[CH:20]=[C:21]([N+:23]([O-])=O)[CH:22]=1)=[O:7])([CH3:4])([CH3:3])[CH3:2].O1CCCC1.[F-].[K+]. The catalyst is O.C([O-])(=O)C.[Pd+2].C([O-])(=O)C. The product is [C:1]([O:5][C:6]([N:8]1[C:16]2[C:11](=[CH:12][CH:13]=[CH:14][CH:15]=2)[CH:10]=[C:9]1[C:17]1[C:18](=[O:34])[N:19]([CH2:26][O:27][CH2:28][CH2:29][Si:30]([CH3:31])([CH3:32])[CH3:33])[CH:20]=[C:21]([NH2:23])[CH:22]=1)=[O:7])([CH3:4])([CH3:3])[CH3:2]. The yield is 0.670.